This data is from Full USPTO retrosynthesis dataset with 1.9M reactions from patents (1976-2016). The task is: Predict the reactants needed to synthesize the given product. (1) The reactants are: [CH3:1][O:2][C:3](=[O:22])[CH2:4][S:5]([NH:8][C:9]1[CH:17]=[C:16]([C:18]([O:20][CH3:21])=[O:19])[CH:15]=[C:14]2[C:10]=1[CH:11]=[CH:12][NH:13]2)(=[O:7])=[O:6].[C:23](=O)([O-])[O-].[K+].[K+].IC. Given the product [CH3:23][N:8]([S:5]([CH2:4][C:3]([O:2][CH3:1])=[O:22])(=[O:7])=[O:6])[C:9]1[CH:17]=[C:16]([C:18]([O:20][CH3:21])=[O:19])[CH:15]=[C:14]2[C:10]=1[CH:11]=[CH:12][NH:13]2, predict the reactants needed to synthesize it. (2) Given the product [N:23]1([CH2:22][CH2:21][O:20][C:15]2[CH:16]=[CH:17][CH:18]=[C:19]3[C:14]=2[CH2:13][CH2:12][N:11]([S:8]([C:5]2[CH:4]=[CH:3][C:2]([CH3:1])=[CH:7][CH:6]=2)(=[O:10])=[O:9])[CH:30]3[C:29]([OH:33])=[O:32])[CH2:28][CH2:27][CH2:26][CH2:25][CH2:24]1, predict the reactants needed to synthesize it. The reactants are: [CH3:1][C:2]1[CH:7]=[CH:6][C:5]([S:8]([NH:11][CH2:12][CH2:13][C:14]2[CH:19]=[CH:18][CH:17]=[CH:16][C:15]=2[O:20][CH2:21][CH2:22][N:23]2[CH2:28][CH2:27][CH2:26][CH2:25][CH2:24]2)(=[O:10])=[O:9])=[CH:4][CH:3]=1.[C:29]([OH:33])(=[O:32])[CH:30]=O. (3) Given the product [C:9]([C:8]1[CH:11]=[CH:12][C:5]([N:4]([CH2:3][C:2]([CH3:21])([CH3:20])[CH3:1])[CH2:17][CH2:18][O:19][C:29]2[CH:30]=[CH:31][C:26]([NH:25][C:22](=[O:24])[CH3:23])=[CH:27][CH:28]=2)=[CH:6][C:7]=1[C:13]([F:14])([F:15])[F:16])#[N:10], predict the reactants needed to synthesize it. The reactants are: [CH3:1][C:2]([CH3:21])([CH3:20])[CH2:3][N:4]([CH2:17][CH2:18][OH:19])[C:5]1[CH:12]=[CH:11][C:8]([C:9]#[N:10])=[C:7]([C:13]([F:16])([F:15])[F:14])[CH:6]=1.[C:22]([NH:25][C:26]1[CH:31]=[CH:30][C:29](O)=[CH:28][CH:27]=1)(=[O:24])[CH3:23]. (4) Given the product [CH3:46][O:45][CH2:44][CH2:43][O:1][C:2]1[CH:14]=[C:13]2[C:5]([C:6]3[C:7]([C:18]4[CH:23]=[CH:22][CH:21]=[C:20]([N:24]5[CH2:32][C:31]6[C:26](=[CH:27][C:28]([CH3:33])=[CH:29][CH:30]=6)[C:25]5=[O:34])[C:19]=4[CH3:35])=[CH:8][CH:9]=[C:10]([C:15]([NH2:17])=[O:16])[C:11]=3[NH:12]2)=[CH:4][CH:3]=1, predict the reactants needed to synthesize it. The reactants are: [OH:1][C:2]1[CH:14]=[C:13]2[C:5]([C:6]3[C:7]([C:18]4[CH:23]=[CH:22][CH:21]=[C:20]([N:24]5[CH2:32][C:31]6[C:26](=[CH:27][C:28]([CH3:33])=[CH:29][CH:30]=6)[C:25]5=[O:34])[C:19]=4[CH3:35])=[CH:8][CH:9]=[C:10]([C:15]([NH2:17])=[O:16])[C:11]=3[NH:12]2)=[CH:4][CH:3]=1.C(=O)([O-])[O-].[K+].[K+].Br[CH2:43][CH2:44][O:45][CH3:46]. (5) Given the product [CH:1]1([N:7]2[C:11]([C:12]3[CH:17]=[CH:16][CH:15]=[CH:14][CH:13]=3)=[C:10]([C:18]3[N:19]=[C:25]([C:24]4[CH:29]=[CH:30][CH:31]=[CH:32][C:23]=4[F:22])[O:21][N:20]=3)[CH:9]=[N:8]2)[CH2:2][CH2:3][CH2:4][CH2:5][CH2:6]1, predict the reactants needed to synthesize it. The reactants are: [CH:1]1([N:7]2[C:11]([C:12]3[CH:17]=[CH:16][CH:15]=[CH:14][CH:13]=3)=[C:10]([C:18](=[N:20][OH:21])[NH2:19])[CH:9]=[N:8]2)[CH2:6][CH2:5][CH2:4][CH2:3][CH2:2]1.[F:22][C:23]1[CH:32]=[CH:31][CH:30]=[CH:29][C:24]=1[C:25](OC)=O. (6) Given the product [C:39]([NH:42][C@:43]1([C@@H:92]([CH2:94][CH3:95])[CH3:93])[CH2:47][CH2:46][N:45]([C@@H:48]([CH2:83][CH2:84][C:85]2[CH:86]=[CH:87][CH:88]=[CH:89][CH:90]=2)[C:49]([NH:1][C@@H:2]([CH2:30][C:31]2[CH:36]=[C:35]([F:37])[CH:34]=[C:33]([F:38])[CH:32]=2)[C@H:3]([OH:4])[C@H:5]2[CH2:9][C@H:8]([O:10][C:11]3[CH:12]=[CH:13][CH:14]=[CH:15][CH:16]=3)[CH2:7][NH:6]2)=[O:50])[C:44]1=[O:91])(=[O:41])[CH3:40], predict the reactants needed to synthesize it. The reactants are: [NH2:1][C@@H:2]([CH2:30][C:31]1[CH:36]=[C:35]([F:37])[CH:34]=[C:33]([F:38])[CH:32]=1)[C@@H:3]([C@H:5]1[CH2:9][C@H:8]([O:10][C:11]2[CH:16]=[CH:15][CH:14]=[CH:13][CH:12]=2)[CH2:7][N:6]1C(C1C=CC=CC=1)C1C=CC=CC=1)[OH:4].[C:39]([NH:42][C@:43]1([C@@H:92]([CH2:94][CH3:95])[CH3:93])[CH2:47][CH2:46][N:45]([C@@H:48]([CH2:83][CH2:84][C:85]2[CH:90]=[CH:89][CH:88]=[CH:87][CH:86]=2)[C:49](N[C@@H](CC2C=C(F)C=C(F)C=2)[C@@H]([C@H]2CCCCN2C(C2C=CC=CC=2)C2C=CC=CC=2)O)=[O:50])[C:44]1=[O:91])(=[O:41])[CH3:40].[Li+].[OH-].CO.C(Cl)(Cl)Cl. (7) Given the product [ClH:54].[ClH:54].[P:1]([OH:8])([OH:3])([O:13][CH2:14][CH2:15][CH2:16][NH:17][C:18]1[N:23]=[C:22]([C:24]2[C:25]([O:30][C:31]3[CH:36]=[CH:35][C:34]([NH:37][C:38]4[C:47]5[C:42](=[CH:43][CH:44]=[CH:45][CH:46]=5)[C:41]([C:48]5[CH:53]=[CH:52][CH:51]=[CH:50][CH:49]=5)=[N:40][N:39]=4)=[CH:33][CH:32]=3)=[N:26][CH:27]=[CH:28][CH:29]=2)[CH:21]=[CH:20][N:19]=1)=[O:2], predict the reactants needed to synthesize it. The reactants are: [P:1]([O:13][CH2:14][CH2:15][CH2:16][NH:17][C:18]1[N:23]=[C:22]([C:24]2[C:25]([O:30][C:31]3[CH:36]=[CH:35][C:34]([NH:37][C:38]4[C:47]5[C:42](=[CH:43][CH:44]=[CH:45][CH:46]=5)[C:41]([C:48]5[CH:53]=[CH:52][CH:51]=[CH:50][CH:49]=5)=[N:40][N:39]=4)=[CH:33][CH:32]=3)=[N:26][CH:27]=[CH:28][CH:29]=2)[CH:21]=[CH:20][N:19]=1)([O:8]C(C)(C)C)([O:3]C(C)(C)C)=[O:2].[ClH:54].